From a dataset of Serine/threonine kinase 33 screen with 319,792 compounds. Binary Classification. Given a drug SMILES string, predict its activity (active/inactive) in a high-throughput screening assay against a specified biological target. (1) The drug is S=C(N1CCC(N(CCN2CCOCC2)C)CC1)Nc1ccc(OC)cc1. The result is 0 (inactive). (2) The compound is Clc1c(NC(=O)CN2CCN(S(=O)(=O)c3ccc(OC)cc3)CC2)cccc1. The result is 0 (inactive).